This data is from Human Reference Interactome with 51,813 positive PPI pairs across 8,248 proteins, plus equal number of experimentally-validated negative pairs. The task is: Binary Classification. Given two protein amino acid sequences, predict whether they physically interact or not. (1) Protein 1 (ENSG00000197748) has sequence MAQGRERDEGPHSAGGASLSVRWVQGFPKQNVHFVNDNTICYPCGNYVIFINIETKKKTVLQCSNGIVGVMATNIPCEVVAFSDRKLKPLIYVYSFPGLTRRTKLKGNILLDYTLLSFSYCGTYLASYSSLPEFELALWNWESSIILCKKSQPGMDVNQMSFNPMNWRQLCLSSPSTVSVWTIERSNQEHCFRARSVKLPLEDGSFFNETDVVFPQSLPKDLIYGPVLPLSAIAGLVGKEAETFRPKDDLYPLLHPTMHCWTPTSDLYIGCEEGHLLMINGDTLQVTVLNKIEEESPLED.... Protein 2 (ENSG00000131015) has sequence MAAAAATKILLCLPLLLLLSGWSRAGRADPHSLCYDITVIPKFRPGPRWCAVQGQVDEKTFLHYDCGNKTVTPVSPLGKKLNVTTAWKAQNPVLREVVDILTEQLRDIQLENYTPKEPLTLQARMSCEQKAEGHSSGSWQFSFDGQIFLLFDSEKRMWTTVHPGARKMKEKWENDKVVAMSFHYFSMGDCIGWLEDFLMGMDSTLEPSAGAPLAMSSGTTQLRATATTLILCCLLIILPCFILPGI*. Result: 0 (the proteins do not interact). (2) Protein 1 (ENSG00000163885) has sequence MSEIPSTIVSKNMTNDKNSLESMNISSSSSTEENPKKQARKNEEHGPDPSANPFHLSGDVDFFLLRDQERNKALSERQQQKTMRVHQKMTYSSKVSAKHTSLRRQLQLEDKQEDLEARAEAEHQRAFRDYTTWKLTLTKEKNVEPENMSGYIKQKRQMFLLQYALDVKRREIQRLETLATKEEARLERAEKSLEKDAALFDEFVRENDCSSVQAMRAAEKETKAKIEKILEIRDLTTQIVNIKSEISRFEDTLKHYKVYKDFLYKLSPKEWLEEQEKKHSFLKKAKEVSEASKESSVNST.... Protein 2 (ENSG00000277745) has sequence MPRRRRRRGSSGAGGRGRTCSRTVRAELSFSVSQVERSLREGHYAQRLSRTAPVYLAAVIEYLTAKVLELAGNEAQNSGERNITPLLLDMVVHNDRLLSTLFNTTTISQVAPGED*. Result: 0 (the proteins do not interact). (3) Protein 1 (ENSG00000148143) has sequence MEVLQCDGCDFRAPSYEDLKAHIQDVHTAFLQPTDVAEDNVNELRCGSVNASNQTEVEFSSIKDEFAIAEDLSGQNATSLGTGGYYGHSPGYYGQHIAANPKPTNKFFQCKFCVRYFRSKNLLIEHTRKVHGAQAEGSSSGPPVPGSLNYNIMMHEGFGKVFSCQFCTYKSPRRARIIKHQKMYHKNNLKETTAPPPAPAPMPDPVVPPVSLQDPCKELPAEVVERSILESMVKPLTKSRGNFCCEWCSYQTPRRERWCDHMMKKHRSMVKILSSLRQQQEGTNLPDVPNKSAPSPTSNS.... Protein 2 (ENSG00000277075) has sequence MSGRGKQGGKARAKAKTRSSRAGLQFPVGRVHRLLRKGNYSERVGAGAPVYLAAVLEYLTAEILELAGNAARDNKKTRIIPRHLQLAIRNDEELNKLLGRVTIAQGGVLPNIQAVLLPKKTESHHKAKGK*. Result: 0 (the proteins do not interact).